Task: Predict the reaction yield, written as a fraction of the theoretical maximum amount of product (1.0 means a 100% yield; for example, 0.34 means a 34% yield).. Dataset: Reaction yield outcomes from USPTO patents with 853,638 reactions (1) The reactants are Br[C:2]1[CH:7]=[CH:6][C:5]([C:8]2[CH:13]=[CH:12][CH:11]=[CH:10][CH:9]=2)=[CH:4][CH:3]=1.[CH:14]1[C:26]2[NH:25][C:24]3[C:19](=[CH:20][CH:21]=[CH:22][CH:23]=3)[C:18]=2[CH:17]=[CH:16][CH:15]=1.CC(C)([O-])C.[Na+].C1(C)C(C)=CC=CC=1. The catalyst is C([O-])(=O)C.[Pd+2].C([O-])(=O)C.[CH-]1C(P(C2C=CC=CC=2)C2C=CC=CC=2)=CC=C1.[CH-]1C(P(C2C=CC=CC=2)C2C=CC=CC=2)=CC=C1.[Fe+2].C1(C)C=CC=CC=1. The product is [C:5]1([C:8]2[CH:13]=[CH:12][CH:11]=[CH:10][CH:9]=2)[CH:6]=[CH:7][C:2]([N:25]2[C:26]3[CH:14]=[CH:15][CH:16]=[CH:17][C:18]=3[C:19]3[C:24]2=[CH:23][CH:22]=[CH:21][CH:20]=3)=[CH:3][CH:4]=1. The yield is 0.870. (2) The reactants are [C:1]([O:5][C:6]([CH2:8][NH:9][CH2:10][C:11]1[CH:12]=[C:13]([C:17]2[CH:22]=[CH:21][C:20]([CH2:23][CH:24]([O:29][CH2:30][CH3:31])[C:25]([O:27]C)=[O:26])=[CH:19][CH:18]=2)[CH:14]=[CH:15][CH:16]=1)=[O:7])([CH3:4])([CH3:3])[CH3:2].CO.[OH-].[Li+].Cl. The catalyst is O1CCCC1.C(OCC)(=O)C. The product is [C:1]([O:5][C:6]([CH2:8][NH:9][CH2:10][C:11]1[CH:12]=[C:13]([C:17]2[CH:22]=[CH:21][C:20]([CH2:23][CH:24]([O:29][CH2:30][CH3:31])[C:25]([OH:27])=[O:26])=[CH:19][CH:18]=2)[CH:14]=[CH:15][CH:16]=1)=[O:7])([CH3:3])([CH3:4])[CH3:2]. The yield is 0.920. (3) The reactants are [Na].Cl.[NH2:3]O.[F:5][C:6]([CH3:14])([CH3:13])[C:7]([O:11]C)=[CH:8][C:9]#[N:10].Cl.[OH-].[Na+]. The catalyst is CO.O. The product is [F:5][C:6]([C:7]1[O:11][N:10]=[C:9]([NH2:3])[CH:8]=1)([CH3:14])[CH3:13]. The yield is 0.130. (4) The reactants are ClC(Cl)(Cl)COC(=O)[N:6]([CH:17]1[CH2:22][CH2:21][N:20]([C:23](=[O:51])[C@@H:24]([NH:29][C:30](=[O:50])[C@H:31]([CH2:44][CH:45]2[CH2:49][CH2:48][CH2:47][CH2:46]2)[CH2:32][N:33]([O:36][CH2:37][C:38]2[CH:43]=[CH:42][CH:41]=[CH:40][CH:39]=2)[CH:34]=[O:35])[C:25]([CH3:28])([CH3:27])[CH3:26])[CH2:19][CH2:18]1)[CH2:7][C:8]1[O:9][CH:10]=[C:11]([O:15][CH3:16])[C:12](=[O:14])[CH:13]=1. The catalyst is C(O)(=O)C.[Zn]. The product is [CH2:37]([O:36][N:33]([CH:34]=[O:35])[CH2:32][C@@H:31]([CH2:44][CH:45]1[CH2:46][CH2:47][CH2:48][CH2:49]1)[C:30]([NH:29][C@H:24]([C:23]([N:20]1[CH2:21][CH2:22][CH:17]([NH:6][CH2:7][C:8]2[O:9][CH:10]=[C:11]([O:15][CH3:16])[C:12](=[O:14])[CH:13]=2)[CH2:18][CH2:19]1)=[O:51])[C:25]([CH3:28])([CH3:27])[CH3:26])=[O:50])[C:38]1[CH:43]=[CH:42][CH:41]=[CH:40][CH:39]=1. The yield is 0.790. (5) The reactants are [Cl:1][C:2]1[CH:3]=[C:4]([S:8]([NH:11][C:12]2[C:17]([C:18]3[CH:23]=[CH:22][C:21]([CH2:24]Cl)=[CH:20][CH:19]=3)=[N:16][CH:15]=[CH:14][N:13]=2)(=[O:10])=[O:9])[CH:5]=[CH:6][CH:7]=1.[CH3:26][NH:27][C:28]1[CH:33]=[CH:32][C:31]([O:34][C:35]([F:38])([F:37])[F:36])=[CH:30][CH:29]=1. No catalyst specified. The yield is 0.690. The product is [Cl:1][C:2]1[CH:3]=[C:4]([S:8]([NH:11][C:12]2[C:17]([C:18]3[CH:19]=[CH:20][C:21]([CH2:24][N:27]([CH3:26])[C:28]4[CH:33]=[CH:32][C:31]([O:34][C:35]([F:36])([F:37])[F:38])=[CH:30][CH:29]=4)=[CH:22][CH:23]=3)=[N:16][CH:15]=[CH:14][N:13]=2)(=[O:10])=[O:9])[CH:5]=[CH:6][CH:7]=1. (6) The reactants are [CH2:1]([N:8]1[C:17]2[C:12](=[CH:13][C:14]([CH3:18])=[CH:15][CH:16]=2)[C:11](Cl)=[C:10]([C:20]#[N:21])[C:9]1=[O:22])[C:2]1[CH:7]=[CH:6][CH:5]=[CH:4][CH:3]=1.[NH:23]1[CH2:28][CH2:27][NH:26][CH2:25][CH2:24]1. The catalyst is ClCCl. The product is [CH2:1]([N:8]1[C:17]2[C:12](=[CH:13][C:14]([CH3:18])=[CH:15][CH:16]=2)[C:11]([N:23]2[CH2:28][CH2:27][NH:26][CH2:25][CH2:24]2)=[C:10]([C:20]#[N:21])[C:9]1=[O:22])[C:2]1[CH:7]=[CH:6][CH:5]=[CH:4][CH:3]=1. The yield is 0.960. (7) The product is [CH3:22][C:10]1[CH:15]=[C:14]([CH3:16])[CH:13]=[C:12]([CH3:17])[C:11]=1[S:18]([N:1]1[C:9]2[CH:8]=[CH:7][N:6]=[CH:5][C:4]=2[CH:3]=[CH:2]1)(=[O:19])=[O:20]. The reactants are [NH:1]1[C:9]2[CH:8]=[CH:7][N:6]=[CH:5][C:4]=2[CH:3]=[CH:2]1.[C:10]1([CH3:22])[CH:15]=[C:14]([CH3:16])[CH:13]=[C:12]([CH3:17])[C:11]=1[S:18](Cl)(=[O:20])=[O:19].[H-].[Na+]. The catalyst is C1COCC1.CCOC(C)=O. The yield is 0.840. (8) The reactants are [O:1]1[C:10]2[C:5](=[CH:6][C:7]([C:11]3[C:16]([CH2:17][OH:18])=[C:15]([CH3:19])[N:14]=[C:13]4[NH:20][CH:21]=[CH:22][C:12]=34)=[CH:8][CH:9]=2)[CH2:4][CH2:3][CH2:2]1.C1C=C[NH+]=CC=1.[O-][Cr](Cl)(=O)=O. The catalyst is ClCCl. The product is [O:1]1[C:10]2[C:5](=[CH:6][C:7]([C:11]3[C:16]([CH:17]=[O:18])=[C:15]([CH3:19])[N:14]=[C:13]4[NH:20][CH:21]=[CH:22][C:12]=34)=[CH:8][CH:9]=2)[CH2:4][CH2:3][CH2:2]1. The yield is 0.375.